The task is: Predict the product of the given reaction.. This data is from Forward reaction prediction with 1.9M reactions from USPTO patents (1976-2016). (1) The product is: [CH2:12]([NH:11][C:9](=[O:10])[C:8]([CH3:17])([C:5]1[CH:6]=[CH:7][C:2]([C:20]2[CH:21]=[CH:22][CH:23]=[C:18]([CH3:27])[CH:19]=2)=[CH:3][CH:4]=1)[CH3:16])[CH:13]([CH3:15])[CH3:14]. Given the reactants Br[C:2]1[CH:7]=[CH:6][C:5]([C:8]([CH3:17])([CH3:16])[C:9]([NH:11][CH2:12][CH:13]([CH3:15])[CH3:14])=[O:10])=[CH:4][CH:3]=1.[C:18]1([CH3:27])[CH:23]=[CH:22][CH:21]=[C:20](B(O)O)[CH:19]=1, predict the reaction product. (2) Given the reactants [F:1][C:2]1([F:14])[CH2:7][CH2:6][N:5]([CH2:8][C:9](OCC)=[O:10])[CH2:4][CH2:3]1.[Li], predict the reaction product. The product is: [F:14][C:2]1([F:1])[CH2:3][CH2:4][N:5]([CH2:8][CH2:9][OH:10])[CH2:6][CH2:7]1. (3) Given the reactants [F:1][C:2]1[CH:7]=[C:6]([F:8])[CH:5]=[CH:4][C:3]=1[C:9]1[N:10]=[C:11]2[N:15]([C:16]=1I)[CH:14]=[CH:13][O:12]2.C([Mg]Cl)(C)C.I[C:24]1[CH:25]=[CH:26][C:27]2[N:28]([C:30]([CH:33]([CH3:35])[CH3:34])=[N:31][N:32]=2)[N:29]=1.CN(C=O)C, predict the reaction product. The product is: [F:1][C:2]1[CH:7]=[C:6]([F:8])[CH:5]=[CH:4][C:3]=1[C:9]1[N:10]=[C:11]2[N:15]([C:16]=1[C:24]1[CH:25]=[CH:26][C:27]3[N:28]([C:30]([CH:33]([CH3:35])[CH3:34])=[N:31][N:32]=3)[N:29]=1)[CH:14]=[CH:13][O:12]2. (4) Given the reactants [C:1]([BH3-])#[N:2].[Na+].[CH3:5][O:6][C:7]1[CH:8]=[C:9]2[C:14](=[CH:15][CH:16]=1)[O:13][C:12]([C:17]1[CH:22]=[CH:21][C:20](N)=[CH:19][CH:18]=1)=[CH:11][C:10]2=[O:24].[CH2:25]=O.[OH-].[Na+], predict the reaction product. The product is: [CH3:5][O:6][C:7]1[CH:8]=[C:9]2[C:14](=[CH:15][CH:16]=1)[O:13][C:12]([C:17]1[CH:22]=[CH:21][C:20]([N:2]([CH3:1])[CH3:25])=[CH:19][CH:18]=1)=[CH:11][C:10]2=[O:24].